From a dataset of Reaction yield outcomes from USPTO patents with 853,638 reactions. Predict the reaction yield, written as a fraction of the theoretical maximum amount of product (1.0 means a 100% yield; for example, 0.34 means a 34% yield). (1) The reactants are [Cl:1][C:2]1[CH:7]=[C:6](/[CH:8]=[CH:9]/[CH:10]([C:15]2[CH:20]=[C:19]([Cl:21])[CH:18]=[C:17]([Cl:22])[CH:16]=2)[C:11]([F:14])([F:13])[F:12])[CH:5]=[CH:4][C:3]=1[CH2:23][NH2:24].[CH2:25]([N:27]=[C:28]=[O:29])[CH3:26]. The catalyst is C(Cl)Cl. The product is [Cl:1][C:2]1[CH:7]=[C:6](/[CH:8]=[CH:9]/[CH:10]([C:15]2[CH:16]=[C:17]([Cl:22])[CH:18]=[C:19]([Cl:21])[CH:20]=2)[C:11]([F:13])([F:14])[F:12])[CH:5]=[CH:4][C:3]=1[CH2:23][NH:24][C:28]([NH:27][CH2:25][CH3:26])=[O:29]. The yield is 0.600. (2) The reactants are CO[CH2:3][CH2:4][N:5]1[C:11]2[CH:12]=[C:13]([N+:16]([O-])=O)[CH:14]=[CH:15][C:10]=2[CH2:9][CH2:8][CH2:7][C:6]1=[O:19].O.NN. The catalyst is CCO.[Pd]. The product is [NH2:16][C:13]1[CH:14]=[CH:15][C:10]2[CH2:9][CH2:8][CH2:7][C:6](=[O:19])[N:5]([CH2:4][CH3:3])[C:11]=2[CH:12]=1. The yield is 0.980. (3) The reactants are [Cr](O[Cr]([O-])(=O)=O)([O-])(=O)=O.[NH+:10]1C=CC=C[CH:11]=1.[NH+]1C=CC=CC=1.[Cl:22][C:23]1[S:48][C:26]2[NH:27][C:28]([C:30]([NH:32][CH:33]3[CH2:42][C:41]4[C:36](=[CH:37][CH:38]=[CH:39][CH:40]=4)[N:35]([CH2:43][CH2:44][CH2:45][OH:46])[C:34]3=[O:47])=[O:31])=[CH:29][C:25]=2[CH:24]=1. The catalyst is CN(C=O)C. The product is [Cl:22][C:23]1[S:48][C:26]2[NH:27][C:28]([C:30]([NH:32][CH:33]3[CH2:42][C:41]4[C:36](=[CH:37][CH:38]=[CH:39][CH:40]=4)[N:35]([CH2:43][CH2:44][C:45]([NH:10][CH3:11])=[O:46])[C:34]3=[O:47])=[O:31])=[CH:29][C:25]=2[CH:24]=1. The yield is 0.610. (4) The reactants are [CH3:1][C:2]1[O:6][N:5]=[C:4]([C:7]2[CH:12]=[CH:11][CH:10]=[CH:9][CH:8]=2)[C:3]=1[CH2:13][O:14][C:15]1[CH:24]=[CH:23][C:18]([C:19]([NH:21][NH2:22])=O)=[CH:17][N:16]=1.Cl.[C:26](N)(=[NH:28])[CH3:27]. The catalyst is CN(C=O)C.C(OC(=O)C)C. The product is [CH3:1][C:2]1[O:6][N:5]=[C:4]([C:7]2[CH:12]=[CH:11][CH:10]=[CH:9][CH:8]=2)[C:3]=1[CH2:13][O:14][C:15]1[CH:24]=[CH:23][C:18]([C:19]2[NH:28][C:26]([CH3:27])=[N:22][N:21]=2)=[CH:17][N:16]=1. The yield is 0.200. (5) The reactants are [CH2:1]([N:8]1[CH:12]=[C:11]([C:13]2[S:14][C:15]([C:19]([O:21]CC)=[O:20])=[C:16]([CH3:18])[N:17]=2)[N:10]=[N:9]1)[C:2]1[CH:7]=[CH:6][CH:5]=CC=1.C1(CCN2C=C(C3SC(C(OCC)=O)=C(C)N=3)N=N2)CC1. No catalyst specified. The product is [CH:7]1([CH2:2][CH2:1][N:8]2[CH:12]=[C:11]([C:13]3[S:14][C:15]([C:19]([OH:21])=[O:20])=[C:16]([CH3:18])[N:17]=3)[N:10]=[N:9]2)[CH2:6][CH2:5]1. The yield is 0.890. (6) The reactants are FC1C=C(F)C=CC=1C1C=C(CN2C(=O)C3=CC=CC=C3C2=O)[C:12](=[O:19])N(CC(C)C)N=1.[C:32]([C:35]1[C:36](=[O:60])[N:37]([CH2:50][CH2:51][CH2:52][C:53]2[CH:58]=[CH:57][CH:56]=[CH:55][C:54]=2[Cl:59])[N:38]=[C:39]([C:41]2[CH2:42][C:43]([F:49])(OC)[CH:44]=[CH:45][CH:46]=2)[CH:40]=1)(O)=[O:33]. No catalyst specified. The product is [Cl:59][C:54]1[CH:55]=[CH:56][CH:57]=[CH:58][C:53]=1[CH2:52][CH2:51][CH2:50][N:37]1[C:36](=[O:60])[C:35]([CH2:32][OH:33])=[CH:40][C:39]([C:41]2[CH:46]=[CH:45][C:44]([O:19][CH3:12])=[C:43]([F:49])[CH:42]=2)=[N:38]1. The yield is 0.325.